This data is from Full USPTO retrosynthesis dataset with 1.9M reactions from patents (1976-2016). The task is: Predict the reactants needed to synthesize the given product. Given the product [C:1]([C:3]1[CH:8]=[CH:7][C:6]([N:9]([CH2:23][C:24]([F:25])([F:26])[F:27])[CH2:10][CH2:11][O:12][C:13]2[CH:14]=[CH:15][C:16]([C:17]([OH:19])=[O:18])=[CH:21][CH:22]=2)=[CH:5][C:4]=1[C:28]([F:29])([F:30])[F:31])#[N:2], predict the reactants needed to synthesize it. The reactants are: [C:1]([C:3]1[CH:8]=[CH:7][C:6]([N:9]([CH2:23][C:24]([F:27])([F:26])[F:25])[CH2:10][CH2:11][O:12][C:13]2[CH:22]=[CH:21][C:16]([C:17]([O:19]C)=[O:18])=[CH:15][CH:14]=2)=[CH:5][C:4]=1[C:28]([F:31])([F:30])[F:29])#[N:2].O[Li].O.O.